Dataset: NCI-60 drug combinations with 297,098 pairs across 59 cell lines. Task: Regression. Given two drug SMILES strings and cell line genomic features, predict the synergy score measuring deviation from expected non-interaction effect. (1) Drug 1: COC1=CC(=CC(=C1O)OC)C2C3C(COC3=O)C(C4=CC5=C(C=C24)OCO5)OC6C(C(C7C(O6)COC(O7)C8=CC=CS8)O)O. Drug 2: C1CN(CCN1C(=O)CCBr)C(=O)CCBr. Cell line: SK-MEL-5. Synergy scores: CSS=25.8, Synergy_ZIP=-2.75, Synergy_Bliss=1.39, Synergy_Loewe=-11.2, Synergy_HSA=2.21. (2) Drug 1: CCCCCOC(=O)NC1=NC(=O)N(C=C1F)C2C(C(C(O2)C)O)O. Drug 2: C#CCC(CC1=CN=C2C(=N1)C(=NC(=N2)N)N)C3=CC=C(C=C3)C(=O)NC(CCC(=O)O)C(=O)O. Cell line: NCI-H226. Synergy scores: CSS=38.4, Synergy_ZIP=-2.57, Synergy_Bliss=-10.8, Synergy_Loewe=-26.9, Synergy_HSA=-11.8. (3) Drug 1: CC(CN1CC(=O)NC(=O)C1)N2CC(=O)NC(=O)C2. Drug 2: CC(C)CN1C=NC2=C1C3=CC=CC=C3N=C2N. Cell line: UACC-257. Synergy scores: CSS=8.79, Synergy_ZIP=0.181, Synergy_Bliss=4.88, Synergy_Loewe=2.96, Synergy_HSA=2.87.